This data is from Full USPTO retrosynthesis dataset with 1.9M reactions from patents (1976-2016). The task is: Predict the reactants needed to synthesize the given product. (1) Given the product [NH2:1][C:2]1[N:3]=[C:4]([Cl:19])[C:5]2=[C:6]([N:8]([CH2:12][C:13]3[CH:18]=[CH:17][N:16]=[CH:15][CH:14]=3)[C:9](=[O:11])/[C:10]/2=[CH:20]\[C:22]2[NH:26][CH:25]=[C:24]([C:27]([OH:29])=[O:28])[CH:23]=2)[N:7]=1, predict the reactants needed to synthesize it. The reactants are: [NH2:1][C:2]1[N:3]=[C:4]([Cl:19])[C:5]2[CH2:10][C:9](=[O:11])[N:8]([CH2:12][C:13]3[CH:18]=[CH:17][N:16]=[CH:15][CH:14]=3)[C:6]=2[N:7]=1.[CH:20]([C:22]1[NH:26][CH:25]=[C:24]([C:27]([OH:29])=[O:28])[CH:23]=1)=O.N1CCCCC1. (2) The reactants are: [Br:1][C:2]1[S:6][C:5]([C:7]([OH:9])=O)=[CH:4][CH:3]=1.C(Cl)(=O)C(Cl)=O.[Cl:16][C:17]1[CH:23]=[CH:22][CH:21]=[CH:20][C:18]=1[NH2:19].CCN(C(C)C)C(C)C.Cl.[Cl-].[Na+].O. Given the product [Br:1][C:2]1[S:6][C:5]([C:7]([NH:19][C:18]2[CH:20]=[CH:21][CH:22]=[CH:23][C:17]=2[Cl:16])=[O:9])=[CH:4][CH:3]=1, predict the reactants needed to synthesize it. (3) Given the product [Br:1][C:2]1[CH:11]=[C:10]2[C:5]([CH:6]=[CH:7][N:8]([CH2:18][C:17]3[CH:20]=[CH:21][CH:22]=[C:15]([C:14]([F:13])([F:23])[F:24])[CH:16]=3)[C:9]2=[O:12])=[CH:4][CH:3]=1, predict the reactants needed to synthesize it. The reactants are: [Br:1][C:2]1[CH:11]=[C:10]2[C:5]([CH:6]=[CH:7][N:8]=[C:9]2[OH:12])=[CH:4][CH:3]=1.[F:13][C:14]([F:24])([F:23])[C:15]1[CH:16]=[C:17]([CH:20]=[CH:21][CH:22]=1)[CH2:18]Br.C(=O)([O-])[O-].[Cs+].[Cs+].